From a dataset of Reaction yield outcomes from USPTO patents with 853,638 reactions. Predict the reaction yield, written as a fraction of the theoretical maximum amount of product (1.0 means a 100% yield; for example, 0.34 means a 34% yield). (1) The reactants are [C:1]([C:3]1[N:4]=[C:5]2[C:18](=NO)[C:17]3[CH:16]=[CH:15][CH:14]=[CH:13][C:12]=3[C:6]2=[N:7][C:8]=1[C:9]([NH2:11])=[O:10])#[N:2].FC(F)(F)C(OI(C1C=CC=CC=1)OC(=O)C(F)(F)F)=[O:24]. The catalyst is CC#N.O. The product is [C:1]([C:3]1[N:4]=[C:5]2[C:18](=[O:24])[C:17]3[CH:16]=[CH:15][CH:14]=[CH:13][C:12]=3[C:6]2=[N:7][C:8]=1[C:9]([NH2:11])=[O:10])#[N:2]. The yield is 0.580. (2) The reactants are [C:1]([C:5]1[CH:10]=[CH:9][C:8]([S:11]([NH:14][C:15]2[CH:16]=[C:17]3[C:21](=[CH:22][CH:23]=2)[NH:20][C:19]([C:24](O)=[O:25])=[C:18]3[C:27]2[CH:32]=[CH:31][CH:30]=[CH:29][CH:28]=2)(=[O:13])=[O:12])=[CH:7][CH:6]=1)([CH3:4])([CH3:3])[CH3:2].[CH3:33][O:34][CH2:35][CH2:36][NH2:37]. The catalyst is ClCCl.CO. The product is [CH3:33][O:34][CH2:35][CH2:36][NH:37][C:24]([C:19]1[NH:20][C:21]2[C:17]([C:18]=1[C:27]1[CH:32]=[CH:31][CH:30]=[CH:29][CH:28]=1)=[CH:16][C:15]([NH:14][S:11]([C:8]1[CH:9]=[CH:10][C:5]([C:1]([CH3:2])([CH3:4])[CH3:3])=[CH:6][CH:7]=1)(=[O:12])=[O:13])=[CH:23][CH:22]=2)=[O:25]. The yield is 0.0900. (3) The reactants are [F:1][C:2]1[C:7]([N+:8]([O-])=O)=[CH:6][C:5]([OH:11])=[C:4]([CH3:12])[CH:3]=1. The catalyst is CO.[Pd]. The product is [NH2:8][C:7]1[C:2]([F:1])=[CH:3][C:4]([CH3:12])=[C:5]([OH:11])[CH:6]=1. The yield is 0.620.